From a dataset of Full USPTO retrosynthesis dataset with 1.9M reactions from patents (1976-2016). Predict the reactants needed to synthesize the given product. (1) Given the product [CH2:35]([N:31]([C:32]([NH2:34])=[O:33])[N:30]=[CH:28][C:17]1[CH:20]=[CH:21][C:14]([C:11]2[CH2:10][C:9]([C:4]3[CH:5]=[C:6]([Cl:8])[CH:7]=[C:2]([Cl:1])[CH:3]=3)([C:23]([F:25])([F:24])[F:26])[CH2:13][N:12]=2)=[CH:15][C:16]=1[CH3:22])[CH3:36], predict the reactants needed to synthesize it. The reactants are: [Cl:1][C:2]1[CH:3]=[C:4]([C:9]2([C:23]([F:26])([F:25])[F:24])[CH2:13][N:12]=[C:11]([C:14]3[CH:21]=[CH:20][C:17](C=O)=[C:16]([CH3:22])[CH:15]=3)[CH2:10]2)[CH:5]=[C:6]([Cl:8])[CH:7]=1.Cl.[CH2:28]([NH:30][NH:31][C:32]([NH2:34])=[O:33])C.[CH2:35](O)[CH3:36]. (2) Given the product [Br:13][CH2:11][C:8]1[CH:9]=[C:10]2[C:5]([CH:4]=[CH:3][CH:2]=[N:1]2)=[CH:6][CH:7]=1, predict the reactants needed to synthesize it. The reactants are: [N:1]1[C:10]2[C:5](=[CH:6][CH:7]=[C:8]([CH2:11]O)[CH:9]=2)[CH:4]=[CH:3][CH:2]=1.[BrH:13]. (3) Given the product [CH:6]([NH:9][C:10]([N:12]1[C:16]([CH3:17])=[C:15]([Cl:4])[C:14]([O:18][C:19]2[C:20]([Cl:30])=[CH:21][C:22]([C:26]([F:29])([F:27])[F:28])=[CH:23][C:24]=2[Cl:25])=[N:13]1)=[O:11])([CH3:8])[CH3:7], predict the reactants needed to synthesize it. The reactants are: S(Cl)([Cl:4])(=O)=O.[CH:6]([NH:9][C:10]([N:12]1[C:16]([CH3:17])=[CH:15][C:14]([O:18][C:19]2[C:24]([Cl:25])=[CH:23][C:22]([C:26]([F:29])([F:28])[F:27])=[CH:21][C:20]=2[Cl:30])=[N:13]1)=[O:11])([CH3:8])[CH3:7]. (4) The reactants are: [F:1][C:2]([F:16])([F:15])[O:3][C:4]1[CH:9]=[CH:8][C:7]([NH:10][CH2:11][C@@H:12]([NH2:14])[CH3:13])=[CH:6][CH:5]=1.[CH2:17]([O:24][C:25]([NH:27][C@@H:28]([CH2:32][CH:33]1[CH2:38][CH2:37][CH2:36][CH2:35][CH2:34]1)[C:29](O)=[O:30])=[O:26])[C:18]1[CH:23]=[CH:22][CH:21]=[CH:20][CH:19]=1.CN(C(ON1N=NC2C=CC=NC1=2)=[N+](C)C)C.F[P-](F)(F)(F)(F)F.CCN(C(C)C)C(C)C. Given the product [CH2:17]([O:24][C:25](=[O:26])[NH:27][C@H:28]([C:29](=[O:30])[NH:14][C@@H:12]([CH3:13])[CH2:11][NH:10][C:7]1[CH:6]=[CH:5][C:4]([O:3][C:2]([F:15])([F:16])[F:1])=[CH:9][CH:8]=1)[CH2:32][CH:33]1[CH2:34][CH2:35][CH2:36][CH2:37][CH2:38]1)[C:18]1[CH:23]=[CH:22][CH:21]=[CH:20][CH:19]=1, predict the reactants needed to synthesize it. (5) Given the product [Br:11][C:12]1[CH:13]=[C:14]([O:22][C:23]2[CH:24]=[CH:25][CH:26]=[CH:27][CH:28]=2)[C:15]([NH:18][C:19]2[S:20][CH:2]=[C:3]([CH2:4][CH2:5][C:6]([O:8][CH3:9])=[O:7])[N:21]=2)=[N:16][CH:17]=1, predict the reactants needed to synthesize it. The reactants are: Br[CH2:2][C:3](=O)[CH2:4][CH2:5][C:6]([O:8][CH3:9])=[O:7].[Br:11][C:12]1[CH:13]=[C:14]([O:22][C:23]2[CH:28]=[CH:27][CH:26]=[CH:25][CH:24]=2)[C:15]([NH:18][C:19]([NH2:21])=[S:20])=[N:16][CH:17]=1.C(N(CC)CC)C. (6) Given the product [Cl:10][C:8]1[CH:7]=[C:4]([CH:3]=[C:2]([NH:26][CH2:25][C:21]2[CH:22]=[CH:23][CH:24]=[C:19]([F:18])[CH:20]=2)[N:9]=1)[C:5]#[N:6], predict the reactants needed to synthesize it. The reactants are: Cl[C:2]1[CH:3]=[C:4]([CH:7]=[C:8]([Cl:10])[N:9]=1)[C:5]#[N:6].CN1C(=O)CCC1.[F:18][C:19]1[CH:20]=[C:21]([CH2:25][NH2:26])[CH:22]=[CH:23][CH:24]=1. (7) Given the product [Cl:1][C:2]1[CH:3]=[C:4]2[C:8](=[CH:9][CH:10]=1)[N:7]([C:11]#[N:12])[C:6]([C:13]1[C:17]([CH3:18])=[CH:16][S:15][C:14]=1[CH3:19])=[C:5]2[C:20]1[CH:25]=[CH:24][C:23]([OH:26])=[CH:22][CH:21]=1, predict the reactants needed to synthesize it. The reactants are: [Cl:1][C:2]1[CH:3]=[C:4]2[C:8](=[CH:9][CH:10]=1)[N:7]([C:11]#[N:12])[C:6]([C:13]1[C:17]([CH3:18])=[CH:16][S:15][C:14]=1[CH3:19])=[C:5]2[C:20]1[CH:25]=[CH:24][C:23]([O:26]C)=[CH:22][CH:21]=1.B(F)(F)F.S(C)C.C([O-])(O)=O.[Na+]. (8) Given the product [O:7]1[C:1]2[CH:6]=[CH:5][CH:4]=[CH:3][C:2]=2[CH:17]=[CH:16][NH:15]1, predict the reactants needed to synthesize it. The reactants are: [C:1]1([OH:7])[CH:6]=[CH:5][CH:4]=[CH:3][CH:2]=1.C1(C)C=CC=CC=1.[NH2:15][C:16]1C=CC=C[CH:17]=1.C=O.